Dataset: NCI-60 drug combinations with 297,098 pairs across 59 cell lines. Task: Regression. Given two drug SMILES strings and cell line genomic features, predict the synergy score measuring deviation from expected non-interaction effect. Drug 1: CC12CCC3C(C1CCC2=O)CC(=C)C4=CC(=O)C=CC34C. Drug 2: C1=NC2=C(N1)C(=S)N=CN2. Cell line: DU-145. Synergy scores: CSS=60.7, Synergy_ZIP=-0.858, Synergy_Bliss=-3.18, Synergy_Loewe=-7.12, Synergy_HSA=-0.693.